From a dataset of Full USPTO retrosynthesis dataset with 1.9M reactions from patents (1976-2016). Predict the reactants needed to synthesize the given product. Given the product [F:17][C:4]1[CH:3]=[C:2]([C:22]2[CH:21]=[N:20][N:19]([CH3:18])[CH:23]=2)[CH:7]=[CH:6][C:5]=1[C@@H:8]([NH:10][S@@:11]([C:13]([CH3:16])([CH3:15])[CH3:14])=[O:12])[CH3:9], predict the reactants needed to synthesize it. The reactants are: Br[C:2]1[CH:7]=[CH:6][C:5]([C@@H:8]([NH:10][S@@:11]([C:13]([CH3:16])([CH3:15])[CH3:14])=[O:12])[CH3:9])=[C:4]([F:17])[CH:3]=1.[CH3:18][N:19]1[CH:23]=[C:22](B2OC(C)(C)C(C)(C)O2)[CH:21]=[N:20]1.C(=O)([O-])[O-].[Na+].[Na+].C(Cl)Cl.